Dataset: Forward reaction prediction with 1.9M reactions from USPTO patents (1976-2016). Task: Predict the product of the given reaction. Given the reactants [NH2:1][C:2]1[CH:23]=[CH:22][C:5]([O:6][C:7]2[CH:8]=[CH:9][C:10]3[N:11]([CH:13]=[C:14]([NH:16][C:17]([CH:19]4[CH2:21][CH2:20]4)=[O:18])[N:15]=3)[CH:12]=2)=[C:4]([F:24])[CH:3]=1.[F:25][C:26]1[CH:31]=[CH:30][C:29]([N:32]2[CH:37]=[CH:36][CH:35]=[C:34]([C:38](O)=[O:39])[C:33]2=[O:41])=[CH:28][CH:27]=1.CN(C(ON1N=NC2C=CC=NC1=2)=[N+](C)C)C.F[P-](F)(F)(F)(F)F.C(N(CC)C(C)C)(C)C.C(=O)([O-])O.[Na+], predict the reaction product. The product is: [CH:19]1([C:17]([NH:16][C:14]2[N:15]=[C:10]3[CH:9]=[CH:8][C:7]([O:6][C:5]4[CH:22]=[CH:23][C:2]([NH:1][C:38]([C:34]5[C:33](=[O:41])[N:32]([C:29]6[CH:28]=[CH:27][C:26]([F:25])=[CH:31][CH:30]=6)[CH:37]=[CH:36][CH:35]=5)=[O:39])=[CH:3][C:4]=4[F:24])=[CH:12][N:11]3[CH:13]=2)=[O:18])[CH2:21][CH2:20]1.